Predict the reaction yield, written as a fraction of the theoretical maximum amount of product (1.0 means a 100% yield; for example, 0.34 means a 34% yield). From a dataset of Reaction yield outcomes from USPTO patents with 853,638 reactions. The reactants are C(OC([N:8]1[CH:12]=[CH:11][CH:10]=[C:9]1[C:13]1[CH:22]=[C:21]2[C:16]([CH:17]=[C:18]([CH2:23][CH2:24][N:25]3[CH2:29][CH2:28][CH2:27][C@H:26]3[CH3:30])[N:19]=[N:20]2)=[CH:15][CH:14]=1)=O)(C)(C)C.C[O-].[Na+]. The catalyst is O1CCCC1. The product is [CH3:30][C@@H:26]1[CH2:27][CH2:28][CH2:29][N:25]1[CH2:24][CH2:23][C:18]1[N:19]=[N:20][C:21]2[C:16]([CH:17]=1)=[CH:15][CH:14]=[C:13]([C:9]1[NH:8][CH:12]=[CH:11][CH:10]=1)[CH:22]=2. The yield is 0.760.